The task is: Predict the product of the given reaction.. This data is from Forward reaction prediction with 1.9M reactions from USPTO patents (1976-2016). (1) Given the reactants [C:1]([N:9]1[CH2:12][CH:11]([CH2:13][N:14]2[C:18]3[N:19]=[C:20]([C:29]4[CH:34]=[CH:33][C:32]([NH:35][C:36]([NH:38][C:39]5[CH:44]=[CH:43][CH:42]=[CH:41][CH:40]=5)=[O:37])=[CH:31][CH:30]=4)[N:21]=[C:22]([N:23]4[CH2:28][CH2:27][O:26][CH2:25][CH2:24]4)[C:17]=3[N:16]=[N:15]2)[CH2:10]1)(=O)[C:2]1[CH:7]=[CH:6][CH:5]=[CH:4][CH:3]=1.C(=O)C1C=CC=CC=1.[BH3-]C#N.[Na+], predict the reaction product. The product is: [CH2:1]([N:9]1[CH2:10][CH:11]([CH2:13][N:14]2[C:18]3[N:19]=[C:20]([C:29]4[CH:34]=[CH:33][C:32]([NH:35][C:36]([NH:38][C:39]5[CH:44]=[CH:43][CH:42]=[CH:41][CH:40]=5)=[O:37])=[CH:31][CH:30]=4)[N:21]=[C:22]([N:23]4[CH2:28][CH2:27][O:26][CH2:25][CH2:24]4)[C:17]=3[N:16]=[N:15]2)[CH2:12]1)[C:2]1[CH:3]=[CH:4][CH:5]=[CH:6][CH:7]=1. (2) Given the reactants C([O:4][CH2:5][CH:6]([C:12]1[CH:17]=[CH:16][C:15]([NH:18][C:19]([C:21]2[N:22]([CH2:28][O:29][CH2:30][CH2:31][Si:32]([CH3:35])([CH3:34])[CH3:33])[CH:23]=[C:24]([C:26]#[N:27])[N:25]=2)=[O:20])=[C:14]([C:36]2[CH2:41][CH2:40][CH2:39][CH2:38][CH:37]=2)[CH:13]=1)[CH2:7][O:8]C(=O)C)(=O)C.[OH-].[Na+].C(Cl)Cl.O, predict the reaction product. The product is: [C:36]1([C:14]2[CH:13]=[C:12]([CH:6]([CH2:5][OH:4])[CH2:7][OH:8])[CH:17]=[CH:16][C:15]=2[NH:18][C:19]([C:21]2[N:22]([CH2:28][O:29][CH2:30][CH2:31][Si:32]([CH3:33])([CH3:35])[CH3:34])[CH:23]=[C:24]([C:26]#[N:27])[N:25]=2)=[O:20])[CH2:41][CH2:40][CH2:39][CH2:38][CH:37]=1. (3) The product is: [Cl:11][C:12]1[CH:17]=[CH:16][CH:15]=[CH:14][C:13]=1[S:18]([NH:10][C:4]1[C:3]([O:2][CH3:1])=[N:8][C:7]([CH3:9])=[CH:6][N:5]=1)(=[O:20])=[O:19]. Given the reactants [CH3:1][O:2][C:3]1[C:4]([NH2:10])=[N:5][CH:6]=[C:7]([CH3:9])[N:8]=1.[Cl:11][C:12]1[CH:17]=[CH:16][CH:15]=[CH:14][C:13]=1[S:18](Cl)(=[O:20])=[O:19], predict the reaction product. (4) Given the reactants [I:1][C:2]1[CH:11]=[CH:10][CH:9]=[C:8]2[C:3]=1[CH2:4][CH2:5][NH:6]/[C:7]/2=[CH:12]\[C:13]([O:15]CC)=O.IC1C=CC=C2C=1[CH2:21][CH2:22][N:23]=C2C.[Li+].CC([N-]C(C)C)C.C(=O)(OCC)[O:39]CC, predict the reaction product. The product is: [I:1][C:2]1[CH:11]=[CH:10][CH:9]=[C:8]2[C:3]=1[CH2:4][CH2:5][N:6]1[C:21](=[O:39])[CH2:22][NH:23][C:13](=[O:15])[CH:12]=[C:7]12. (5) Given the reactants [C:1]([O:5][C:6]([C:8]1[CH:13]=[CH:12][C:11]([C:14]2[C:15]([C:29]([O:31][CH2:32][CH3:33])=[O:30])=[N:16][N:17]([C:23]3[CH:28]=[CH:27][CH:26]=[CH:25][CH:24]=3)[C:18]=2[CH2:19][CH2:20][CH2:21][CH3:22])=[C:10]([C:34]([N:36]2[CH2:45][CH2:44][C:43]3[C:38](=[CH:39][CH:40]=[CH:41][CH:42]=3)[CH2:37]2)=[O:35])[CH:9]=1)=[O:7])([CH3:4])([CH3:3])[CH3:2].[CH3:46][O:47]C1C=CC(N/N=C/C(OCC)=O)=CC=1.[N+](C(CCCC)=CC1C=CC(C(OC(C)(C)C)=O)=CC=1C(N1CCC2C(=CC=CC=2)C1)=O)([O-])=O, predict the reaction product. The product is: [C:1]([O:5][C:6]([C:8]1[CH:13]=[CH:12][C:11]([C:14]2[C:15]([C:29]([O:31][CH2:32][CH3:33])=[O:30])=[N:16][N:17]([C:23]3[CH:28]=[CH:27][C:26]([O:47][CH3:46])=[CH:25][CH:24]=3)[C:18]=2[CH2:19][CH2:20][CH2:21][CH3:22])=[C:10]([C:34]([N:36]2[CH2:45][CH2:44][C:43]3[C:38](=[CH:39][CH:40]=[CH:41][CH:42]=3)[CH2:37]2)=[O:35])[CH:9]=1)=[O:7])([CH3:3])([CH3:4])[CH3:2].